Dataset: Forward reaction prediction with 1.9M reactions from USPTO patents (1976-2016). Task: Predict the product of the given reaction. (1) Given the reactants O[CH2:2][C:3]1[CH:4]=[CH:5][C:6]2[C:15]3[NH:14][CH2:13][CH2:12][CH2:11][C:10]=3[C:9](=[O:16])[N:8]([CH2:17][O:18][CH3:19])[C:7]=2[CH:20]=1.S(Cl)(Cl)=O.C(=O)(O)[O-].[Na+].[C-:30]#[N:31].[Na+], predict the reaction product. The product is: [CH3:19][O:18][CH2:17][N:8]1[C:7]2[CH:20]=[C:3]([CH2:2][C:30]#[N:31])[CH:4]=[CH:5][C:6]=2[C:15]2[NH:14][CH2:13][CH2:12][CH2:11][C:10]=2[C:9]1=[O:16]. (2) Given the reactants [CH2:1]([O:8][C:9]([N:11]1[CH2:16][CH2:15][CH:14]([C:17](Cl)=[O:18])[CH2:13][CH2:12]1)=[O:10])[C:2]1[CH:7]=[CH:6][CH:5]=[CH:4][CH:3]=1.C[Si]([CH:24]=[N+:25]=[N-:26])(C)C, predict the reaction product. The product is: [CH2:1]([O:8][C:9]([N:11]1[CH2:16][CH2:15][CH:14]([C:17](=[O:18])[CH:24]=[N+:25]=[N-:26])[CH2:13][CH2:12]1)=[O:10])[C:2]1[CH:7]=[CH:6][CH:5]=[CH:4][CH:3]=1. (3) Given the reactants C([NH:4][C:5]1[C:6]([CH3:23])=[C:7]2[C:11](=[CH:12][CH:13]=1)C(=O)[CH:9]([CH2:15][C:16]1[CH:21]=[CH:20][C:19]([F:22])=[CH:18][CH:17]=1)[CH2:8]2)(=O)C.[CH:24]([C:26]([CH2:28][CH3:29])=[O:27])=[CH2:25].C[O-].[Na+].[C:33]([O-])(O)=O.[Na+], predict the reaction product. The product is: [NH2:4][C:5]1[C:6]([CH3:23])=[C:7]2[C:11]([C:25]3[C:9]([CH2:15][C:16]4[CH:17]=[CH:18][C:19]([F:22])=[CH:20][CH:21]=4)([CH2:8]2)[CH2:29][CH2:28][C:26](=[O:27])[C:24]=3[CH3:33])=[CH:12][CH:13]=1. (4) The product is: [F:27][C:10]1[C:9]2[C:5]([CH2:4][C:3]([OH:28])=[O:2])=[CH:6][S:7][C:8]=2[CH:13]=[C:12]([O:14][CH2:15][C:16]2[C:17]([CH3:26])=[N:18][C:19]([C:22]([F:23])([F:24])[F:25])=[CH:20][CH:21]=2)[CH:11]=1. Given the reactants C[O:2][C:3](=[O:28])[CH2:4][C:5]1[C:9]2[C:10]([F:27])=[CH:11][C:12]([O:14][CH2:15][C:16]3[C:17]([CH3:26])=[N:18][C:19]([C:22]([F:25])([F:24])[F:23])=[CH:20][CH:21]=3)=[CH:13][C:8]=2[S:7][CH:6]=1.[OH-].[Na+].C1COCC1.Cl, predict the reaction product.